Dataset: Full USPTO retrosynthesis dataset with 1.9M reactions from patents (1976-2016). Task: Predict the reactants needed to synthesize the given product. (1) The reactants are: [Cl:1][C:2]1[CH:3]=[C:4]2[N:11]([CH2:12][O:13][CH2:14][CH2:15][Si:16]([CH3:19])([CH3:18])[CH3:17])[C:10]([O:20][C@H:21]3[CH2:30][O:29][C@H:28]4[C@@H:23]([O:24][CH:25]([C:31]5[CH:36]=[CH:35][CH:34]=[CH:33][CH:32]=5)[O:26][CH2:27]4)[CH2:22]3)=[N:9][C:5]2=[N:6][C:7]=1I.[B:37]1([C:46]2[CH:51]=[CH:50][C:49](B3OC(C)(C)C(C)(C)O3)=[CH:48][CH:47]=2)[O:41][C:40]([CH3:43])([CH3:42])[C:39]([CH3:45])([CH3:44])[O:38]1. Given the product [Cl:1][C:2]1[CH:3]=[C:4]2[N:11]([CH2:12][O:13][CH2:14][CH2:15][Si:16]([CH3:19])([CH3:18])[CH3:17])[C:10]([O:20][C@H:21]3[CH2:30][O:29][C@H:28]4[C@@H:23]([O:24][CH:25]([C:31]5[CH:36]=[CH:35][CH:34]=[CH:33][CH:32]=5)[O:26][CH2:27]4)[CH2:22]3)=[N:9][C:5]2=[N:6][C:7]=1[C:49]1[CH:50]=[CH:51][C:46]([B:37]2[O:41][C:40]([CH3:43])([CH3:42])[C:39]([CH3:45])([CH3:44])[O:38]2)=[CH:47][CH:48]=1, predict the reactants needed to synthesize it. (2) Given the product [OH:44][CH2:43][CH:42]([NH:11][C:14]1[C:15](=[O:33])[N:16]([CH2:29][CH:30]([CH3:32])[CH3:31])[N:17]=[C:18]([C:21]2[CH:22]=[CH:23][C:24]([CH3:27])=[CH:25][CH:26]=2)[C:19]=1[CH3:20])[CH2:45][OH:46], predict the reactants needed to synthesize it. The reactants are: C(OC(N1CC[N:11]([C:14]2[C:15](=[O:33])[N:16]([CH2:29][CH:30]([CH3:32])[CH3:31])[N:17]=[C:18]([C:21]3[CH:26]=[CH:25][C:24]([CH3:27])=[C:23](F)[CH:22]=3)[C:19]=2[CH3:20])CC1)=O)(C)(C)C.C(N1[C:43](=[O:44])[C:42]([CH2:45][O:46]S(C)(=O)=O)=CC(C2C=CC(C)=CC=2)=N1)C(C)C.NC(CO)CO. (3) Given the product [F:39][C:37]([F:38])([F:40])[C:32]([C:29]1[CH:28]=[CH:27][C:26]([CH2:25][N:22]2[CH2:21][CH2:20][N:19]([C:17]([C:14]3[CH:15]=[CH:16][C:11]([NH:10][C:7](=[O:8])[CH2:6][CH2:5][C:2]4([CH3:1])[CH2:4][CH2:3]4)=[CH:12][CH:13]=3)=[O:18])[CH2:24][CH2:23]2)=[CH:31][CH:30]=1)([OH:41])[C:33]([F:36])([F:35])[F:34], predict the reactants needed to synthesize it. The reactants are: [CH3:1][C:2]1([CH2:5][CH2:6][C:7](Cl)=[O:8])[CH2:4][CH2:3]1.[NH2:10][C:11]1[CH:16]=[CH:15][C:14]([C:17]([N:19]2[CH2:24][CH2:23][N:22]([CH2:25][C:26]3[CH:31]=[CH:30][C:29]([C:32]([OH:41])([C:37]([F:40])([F:39])[F:38])[C:33]([F:36])([F:35])[F:34])=[CH:28][CH:27]=3)[CH2:21][CH2:20]2)=[O:18])=[CH:13][CH:12]=1.C(N(CC)CC)C. (4) Given the product [C:25]1([C:17]2[CH:18]=[C:19]([C:21]([O:23][CH3:24])=[O:22])[CH:20]=[C:15]([C:13]3[NH:14][N:3]=[N:2][N:1]=3)[N:16]=2)[CH:26]=[CH:27][CH:28]=[CH:29][CH:30]=1, predict the reactants needed to synthesize it. The reactants are: [N-:1]=[N+:2]=[N-:3].[Na+].Cl.C(N(CC)CC)C.[C:13]([C:15]1[CH:20]=[C:19]([C:21]([O:23][CH3:24])=[O:22])[CH:18]=[C:17]([C:25]2[CH:30]=[CH:29][CH:28]=[CH:27][CH:26]=2)[N:16]=1)#[N:14].Cl. (5) The reactants are: C[O:2][C:3]1(OC)[CH2:9][CH2:8][CH2:7][CH2:6][CH:5]([C:10](=O)[C:11]([O:13][CH2:14][CH3:15])=[O:12])[C:4]1=O.[CH3:20][NH:21][NH2:22]. Given the product [CH3:20][N:21]1[C:10]([C:11]([O:13][CH2:14][CH3:15])=[O:12])=[C:5]2[CH2:6][CH2:7][CH2:8][CH2:9][C:3](=[O:2])[C:4]2=[N:22]1, predict the reactants needed to synthesize it. (6) Given the product [CH2:12]([NH:11][C:4]1[CH:3]=[C:2]([O:15][CH3:14])[CH:7]=[CH:6][C:5]=1[N+:8]([O-:10])=[O:9])[CH3:13], predict the reactants needed to synthesize it. The reactants are: Cl[C:2]1[CH:7]=[CH:6][C:5]([N+:8]([O-:10])=[O:9])=[C:4]([NH:11][CH2:12][CH3:13])[CH:3]=1.[CH3:14][O-:15].[Na+].O.